This data is from Forward reaction prediction with 1.9M reactions from USPTO patents (1976-2016). The task is: Predict the product of the given reaction. (1) Given the reactants [C:1]([C:5](Cl)=[O:6])([CH3:4])([CH3:3])[CH3:2].[NH2:8][C:9]1[CH:10]=[C:11]([NH:25][S:26]([CH2:29][CH3:30])(=[O:28])=[O:27])[CH:12]=[CH:13][C:14]=1[NH:15][CH2:16][CH:17]1[CH2:22][CH2:21][C:20]([F:24])([F:23])[CH2:19][CH2:18]1.CCN(CC)CC.O, predict the reaction product. The product is: [F:24][C:20]1([F:23])[CH2:21][CH2:22][CH:17]([CH2:16][NH:15][C:14]2[CH:13]=[CH:12][C:11]([NH:25][S:26]([CH2:29][CH3:30])(=[O:28])=[O:27])=[CH:10][C:9]=2[NH:8][C:5](=[O:6])[C:1]([CH3:4])([CH3:3])[CH3:2])[CH2:18][CH2:19]1. (2) Given the reactants FC(F)(F)S(O[C:7]1[C@@:11]2([CH3:28])[CH2:12][CH2:13][C@H:14]3[C@H:23]([C@@H:10]2[CH2:9][CH:8]=1)[CH2:22][CH:21]=[C:20]1[C@:15]3([CH3:27])[CH2:16][CH2:17][C:18](=[O:26])[N:19]1[CH2:24][CH3:25])(=O)=O.[N:31]1[CH:36]=[CH:35][C:34](B(O)O)=[CH:33][CH:32]=1.O, predict the reaction product. The product is: [CH2:24]([N:19]1[C:20]2[C@@:15]([CH3:27])([C@H:14]3[CH2:13][CH2:12][C@@:11]4([CH3:28])[C@@H:10]([CH2:9][CH:8]=[C:7]4[C:34]4[CH:35]=[CH:36][N:31]=[CH:32][CH:33]=4)[C@@H:23]3[CH2:22][CH:21]=2)[CH2:16][CH2:17][C:18]1=[O:26])[CH3:25]. (3) The product is: [NH2:8][CH2:7][C@H:6]([C@@H:2]1[CH:3]=[CH:4][CH2:5][O:1]1)[OH:19]. Given the reactants [O:1]1[CH2:5][CH:4]=[CH:3][C@H:2]1[C@H:6]([OH:19])[CH2:7][NH:8]C(=O)OCC1C=CC=CC=1.CC1C=CC(S(O[C@H]([C@@H]2C=CCO2)CO)(=O)=O)=CC=1, predict the reaction product.